Task: Predict the reactants needed to synthesize the given product.. Dataset: Full USPTO retrosynthesis dataset with 1.9M reactions from patents (1976-2016) Given the product [N:12]1[CH:13]=[CH:14][CH:15]=[CH:16][C:11]=1[C:9]([NH:8][C:5]1[CH:4]=[CH:3][C:2]([O:1][C:19](=[O:20])[N:18]([CH3:17])[C:22]2[CH:27]=[CH:26][CH:25]=[CH:24][CH:23]=2)=[CH:7][CH:6]=1)=[O:10], predict the reactants needed to synthesize it. The reactants are: [OH:1][C:2]1[CH:7]=[CH:6][C:5]([NH:8][C:9]([C:11]2[CH:16]=[CH:15][CH:14]=[CH:13][N:12]=2)=[O:10])=[CH:4][CH:3]=1.[CH3:17][N:18]([C:22]1[CH:27]=[CH:26][CH:25]=[CH:24][CH:23]=1)[C:19](Cl)=[O:20].